This data is from Full USPTO retrosynthesis dataset with 1.9M reactions from patents (1976-2016). The task is: Predict the reactants needed to synthesize the given product. (1) Given the product [C:1]1([C:7]2[CH:12]=[CH:11][N:10]=[C:9]([N:13]3[CH2:14][CH:15]4[CH:19]([CH2:18][N:17]([C:28]([C:27]5[CH:31]=[CH:32][CH:33]=[CH:34][C:26]=5[N:21]5[CH:25]=[CH:24][CH:23]=[N:22]5)=[O:29])[CH2:16]4)[CH2:20]3)[N:8]=2)[CH:2]=[CH:3][CH:4]=[CH:5][CH:6]=1, predict the reactants needed to synthesize it. The reactants are: [C:1]1([C:7]2[CH:12]=[CH:11][N:10]=[C:9]([N:13]3[CH2:20][CH:19]4[CH:15]([CH2:16][NH:17][CH2:18]4)[CH2:14]3)[N:8]=2)[CH:6]=[CH:5][CH:4]=[CH:3][CH:2]=1.[N:21]1([C:26]2[CH:34]=[CH:33][CH:32]=[CH:31][C:27]=2[C:28](O)=[O:29])[CH:25]=[CH:24][CH:23]=[N:22]1. (2) Given the product [CH2:22]([O:21][CH:4]([O:3][CH2:1][CH3:2])[CH2:5][CH:6]([C:10]1[CH:15]=[CH:14][CH:13]=[CH:12][CH:11]=1)[C:7](=[O:9])[CH3:8])[CH3:23], predict the reactants needed to synthesize it. The reactants are: [CH2:1]([O:3][CH:4]([O:21][CH2:22][CH3:23])[CH2:5][CH:6]([C:10]1[CH:15]=[CH:14][CH:13]=[CH:12][C:11]=1OC(F)(F)F)[C:7](=[O:9])[CH3:8])[CH3:2].C1(CC(C)=O)C=CC=CC=1.FC(F)(F)OC1C=CC=CC=1CC(=O)C.